The task is: Regression/Classification. Given a drug SMILES string, predict its toxicity properties. Task type varies by dataset: regression for continuous values (e.g., LD50, hERG inhibition percentage) or binary classification for toxic/non-toxic outcomes (e.g., AMES mutagenicity, cardiotoxicity, hepatotoxicity). Dataset: herg_karim.. This data is from hERG potassium channel inhibition data for cardiac toxicity prediction from Karim et al.. (1) The compound is CS(=O)(=O)Nc1ccc(OC[C@@H](O)CN(CCc2ccc(Cl)c(Cl)c2)Cc2ccccc2)cc1. The result is 1 (blocker). (2) The compound is C(#Cc1cc(-c2[nH]nc3c2Cc2cc(Cn4ccnc4)ccc2-3)cs1)COc1ccccc1. The result is 1 (blocker). (3) The drug is CC(C)(C)CCN1CCC(CNC(=O)c2cc(Cl)cc(Cl)c2)C(F)C1. The result is 1 (blocker). (4) The compound is c1ccc(CC[N+]2CCCC(c3c(-c4ccccc4)[nH]c4ccccc34)C2)cc1. The result is 1 (blocker). (5) The drug is COc1c(NC(=O)Nc2ccc(Oc3ccnc(Nc4ccccc4)c3)c3ccccc23)cc(C(C)(C)C)cc1C(=O)NC1COC1. The result is 1 (blocker).